This data is from Full USPTO retrosynthesis dataset with 1.9M reactions from patents (1976-2016). The task is: Predict the reactants needed to synthesize the given product. (1) The reactants are: C(=O)([O-])[O-].[K+].[K+].C[C:8]1(C)[O:13][C:12](=[O:14])[C:11]2[C:15]([O:19][C@@H:20]3[CH2:24][CH2:23][O:22][CH2:21]3)=[CH:16][CH:17]=[CH:18][C:10]=2[O:9]1. Given the product [CH3:8][O:13][C:12](=[O:14])[C:11]1[C:15]([O:19][C@@H:20]2[CH2:24][CH2:23][O:22][CH2:21]2)=[CH:16][CH:17]=[CH:18][C:10]=1[OH:9], predict the reactants needed to synthesize it. (2) Given the product [Cl:17][C:11]1[C:12]([N:14]([CH3:16])[CH3:15])=[CH:13][C:8]2[N:7]=[C:21]([C:22]3[CH:27]=[CH:26][CH:25]=[C:24]([C:28]4[O:32][N:31]=[C:30]([CH2:33][OH:34])[CH:29]=4)[CH:23]=3)[CH2:20][C:19](=[O:42])[NH:18][C:9]=2[CH:10]=1, predict the reactants needed to synthesize it. The reactants are: C(OC(=O)[NH:7][C:8]1[CH:13]=[C:12]([N:14]([CH3:16])[CH3:15])[C:11]([Cl:17])=[CH:10][C:9]=1[NH:18][C:19](=[O:42])[CH2:20][C:21](=O)[C:22]1[CH:27]=[CH:26][CH:25]=[C:24]([C:28]2[O:32][N:31]=[C:30]([CH2:33][O:34]C3CCCCO3)[CH:29]=2)[CH:23]=1)(C)(C)C.C(O)(C(F)(F)F)=O. (3) Given the product [OH:1][C:2]1[C:3](=[O:17])[NH:4][CH:5]=[N:6][C:7]=1[N:8]=[N:9][C:10]1[CH:15]=[CH:14][CH:13]=[CH:12][CH:11]=1, predict the reactants needed to synthesize it. The reactants are: [OH:1][C:2]1[C:3](=[O:17])[NH:4][C:5](C)=[N:6][C:7]=1[N:8]=[N:9][C:10]1[CH:15]=[CH:14][CH:13]=[CH:12][CH:11]=1.OC1C(=O)NC=NC=1. (4) Given the product [CH3:14][C:13]1[N:9]([CH2:8][C:6]2[CH:5]=[CH:4][N:3]=[C:2]([N:35]3[CH2:36][CH2:37][N:32]([CH3:31])[CH2:33][CH2:34]3)[CH:7]=2)[N:10]=[C:11]([C:15]2[S:16][CH:17]=[C:18]([C:20]3[CH:25]=[CH:24][C:23]([O:26][C:27]([F:30])([F:29])[F:28])=[CH:22][CH:21]=3)[N:19]=2)[N:12]=1, predict the reactants needed to synthesize it. The reactants are: Cl[C:2]1[CH:7]=[C:6]([CH2:8][N:9]2[C:13]([CH3:14])=[N:12][C:11]([C:15]3[S:16][CH:17]=[C:18]([C:20]4[CH:25]=[CH:24][C:23]([O:26][C:27]([F:30])([F:29])[F:28])=[CH:22][CH:21]=4)[N:19]=3)=[N:10]2)[CH:5]=[CH:4][N:3]=1.[CH3:31][N:32]1[CH2:37][CH2:36][NH:35][CH2:34][CH2:33]1. (5) Given the product [CH:18]1([C:16]([NH:15][C:13]2[N:14]=[C:9]3[CH:8]=[CH:7][C:6]([O:5][C:4]4[CH:3]=[C:2]([NH:1][C:27](=[O:28])[C:26]5[CH:30]=[CH:31][CH:32]=[C:33]([C:34]([F:35])([F:36])[F:37])[C:25]=5[F:24])[CH:23]=[CH:22][CH:21]=4)=[N:11][N:10]3[CH:12]=2)=[O:17])[CH2:20][CH2:19]1, predict the reactants needed to synthesize it. The reactants are: [NH2:1][C:2]1[CH:3]=[C:4]([CH:21]=[CH:22][CH:23]=1)[O:5][C:6]1[CH:7]=[CH:8][C:9]2[N:10]([CH:12]=[C:13]([NH:15][C:16]([CH:18]3[CH2:20][CH2:19]3)=[O:17])[N:14]=2)[N:11]=1.[F:24][C:25]1[C:33]([C:34]([F:37])([F:36])[F:35])=[CH:32][CH:31]=[CH:30][C:26]=1[C:27](O)=[O:28].ON1C2C=CC=CC=2N=N1.Cl.C(N=C=NCCCN(C)C)C. (6) Given the product [F:3][C:4]([F:13])([F:14])[C:5]1[CH:12]=[CH:11][CH:10]=[CH:9][C:6]=1[CH2:7][O:8][C:21]1[CH:20]=[CH:19][N:18]=[C:17]([C:15]#[N:16])[CH:22]=1, predict the reactants needed to synthesize it. The reactants are: [H-].[Na+].[F:3][C:4]([F:14])([F:13])[C:5]1[CH:12]=[CH:11][CH:10]=[CH:9][C:6]=1[CH2:7][OH:8].[C:15]([C:17]1[CH:22]=[C:21](Cl)[CH:20]=[CH:19][N:18]=1)#[N:16].[Cl-].[NH4+]. (7) Given the product [CH2:19]([O:21][C:22]([C:24]1[C:25]([C:32]2[CH:37]=[CH:36][CH:35]=[CH:34][C:33]=2[F:38])=[N:26][C:27]([S:30]([CH3:31])=[O:1])=[N:28][CH:29]=1)=[O:23])[CH3:20], predict the reactants needed to synthesize it. The reactants are: [O-:1]S([O-])(=O)=O.[Na+].[Na+].C1C=C(Cl)C=C(C(OO)=O)C=1.[CH2:19]([O:21][C:22]([C:24]1[C:25]([C:32]2[CH:37]=[CH:36][CH:35]=[CH:34][C:33]=2[F:38])=[N:26][C:27]([S:30][CH3:31])=[N:28][CH:29]=1)=[O:23])[CH3:20].C([O-])(O)=O.[Na+]. (8) Given the product [Br:1][C:2]1[CH:3]=[C:4]2[C:8](=[CH:9][C:10]=1[NH:11][C:39](=[O:41])[CH3:40])[N:7]([C:12]([C:13]1[CH:18]=[CH:17][CH:16]=[CH:15][CH:14]=1)([C:19]1[CH:24]=[CH:23][CH:22]=[CH:21][CH:20]=1)[C:25]1[CH:26]=[CH:27][CH:28]=[CH:29][CH:30]=1)[N:6]=[C:5]2[I:31], predict the reactants needed to synthesize it. The reactants are: [Br:1][C:2]1[CH:3]=[C:4]2[C:8](=[CH:9][C:10]=1[NH2:11])[N:7]([C:12]([C:25]1[CH:30]=[CH:29][CH:28]=[CH:27][CH:26]=1)([C:19]1[CH:24]=[CH:23][CH:22]=[CH:21][CH:20]=1)[C:13]1[CH:18]=[CH:17][CH:16]=[CH:15][CH:14]=1)[N:6]=[C:5]2[I:31].CCN(CC)CC.[C:39](Cl)(=[O:41])[CH3:40].O.